This data is from Reaction yield outcomes from USPTO patents with 853,638 reactions. The task is: Predict the reaction yield, written as a fraction of the theoretical maximum amount of product (1.0 means a 100% yield; for example, 0.34 means a 34% yield). (1) The reactants are [F:1][CH:2]([F:26])[O:3][C:4]1[CH:9]=[CH:8][CH:7]=[CH:6][C:5]=1[N:10]1[CH:15]=[C:14]([O:16][CH3:17])[C:13](=[O:18])[C:12]([C:19](=O)[CH:20]=[CH:21][N:22](C)C)=[N:11]1.[C:27]1([NH:33]N)[CH:32]=[CH:31][CH:30]=[CH:29][CH:28]=1. The catalyst is CC(O)=O. The product is [F:1][CH:2]([F:26])[O:3][C:4]1[CH:9]=[CH:8][CH:7]=[CH:6][C:5]=1[N:10]1[CH:15]=[C:14]([O:16][CH3:17])[C:13](=[O:18])[C:12]([C:19]2[N:33]([C:27]3[CH:32]=[CH:31][CH:30]=[CH:29][CH:28]=3)[N:22]=[CH:21][CH:20]=2)=[N:11]1. The yield is 0.680. (2) The reactants are [C:1]([O:5][C@@H:6]([C:12]1[C:36]([CH3:37])=[N:35][C:34]2=[CH:38][C:31]3=[N:32][N:33]2[C:13]=1[N:14]1[CH2:41][CH2:40][C:17]([CH3:42])([O:18][CH2:19][CH2:20][CH2:21][C:22]2[CH:23]=[C:24]([F:39])[CH:25]=[CH:26][C:27]=2[CH2:28][O:29][CH2:30]3)[CH2:16][CH2:15]1)[C:7]([O:9]CC)=[O:8])([CH3:4])([CH3:3])[CH3:2].[OH-].[Na+]. The catalyst is CCO. The product is [C:1]([O:5][C@@H:6]([C:12]1[C:36]([CH3:37])=[N:35][C:34]2=[CH:38][C:31]3=[N:32][N:33]2[C:13]=1[N:14]1[CH2:15][CH2:16][C:17]([CH3:42])([O:18][CH2:19][CH2:20][CH2:21][C:22]2[CH:23]=[C:24]([F:39])[CH:25]=[CH:26][C:27]=2[CH2:28][O:29][CH2:30]3)[CH2:40][CH2:41]1)[C:7]([OH:9])=[O:8])([CH3:4])([CH3:2])[CH3:3]. The yield is 0.447. (3) The reactants are [C:1]1([CH:7]2[N:21]3[C:22]4[C:14]([C:15]5[C:16](=[O:23])[CH2:17][CH2:18][CH2:19][C:20]=53)=[CH:13][CH:12]=[CH:11][C:10]=4[O:9][CH2:8]2)[CH:6]=[CH:5][CH:4]=[CH:3][CH:2]=1.C1(C)C=CC=CC=1.O. The catalyst is ClCCl. The product is [C:1]1([CH:7]2[N:21]3[C:22]4[C:14]([C:15]5[C:20]3=[CH:19][CH:18]=[CH:17][C:16]=5[OH:23])=[CH:13][CH:12]=[CH:11][C:10]=4[O:9][CH2:8]2)[CH:2]=[CH:3][CH:4]=[CH:5][CH:6]=1. The yield is 0.660.